Dataset: Full USPTO retrosynthesis dataset with 1.9M reactions from patents (1976-2016). Task: Predict the reactants needed to synthesize the given product. (1) Given the product [F:50][C:46]1([F:49])[CH2:47][CH2:48][CH:43]([C:29]2[C:28]3[CH:27]([OH:51])[CH2:26][C:25]([CH3:61])([CH3:62])[CH2:24][C:23]=3[N:22]=[C:21]([CH:18]3[CH2:19][CH2:20][N:15]([C:12]4[N:13]=[CH:14][C:9]([N:5]5[CH2:6][CH2:7][N:2]([CH3:1])[CH2:3][CH2:4]5)=[CH:10][N:11]=4)[CH2:16][CH2:17]3)[C:30]=2[CH:31]([F:42])[C:32]2[CH:33]=[CH:34][C:35]([C:38]([F:40])([F:41])[F:39])=[CH:36][CH:37]=2)[CH2:44][CH2:45]1, predict the reactants needed to synthesize it. The reactants are: [CH3:1][N:2]1[CH2:7][CH2:6][NH:5][CH2:4][CH2:3]1.Br[C:9]1[CH:10]=[N:11][C:12]([N:15]2[CH2:20][CH2:19][CH:18]([C:21]3[C:30]([CH:31]([F:42])[C:32]4[CH:37]=[CH:36][C:35]([C:38]([F:41])([F:40])[F:39])=[CH:34][CH:33]=4)=[C:29]([CH:43]4[CH2:48][CH2:47][C:46]([F:50])([F:49])[CH2:45][CH2:44]4)[C:28]4[CH:27]([O:51]CC5C=CC(OC)=CC=5)[CH2:26][C:25]([CH3:62])([CH3:61])[CH2:24][C:23]=4[N:22]=3)[CH2:17][CH2:16]2)=[N:13][CH:14]=1. (2) Given the product [C:6]([C:8]1[C:16]2[C:11](=[CH:12][CH:13]=[CH:14][CH:15]=2)[N:10]([C:17]2[CH:18]=[N:19][C:20]3[C:25]([CH:26]=2)=[CH:24][CH:23]=[CH:22][CH:21]=3)[CH:9]=1)([OH:7])=[O:5], predict the reactants needed to synthesize it. The reactants are: O.[OH-].[Li+].C[O:5][C:6]([C:8]1[C:16]2[C:11](=[CH:12][CH:13]=[CH:14][CH:15]=2)[N:10]([C:17]2[CH:18]=[N:19][C:20]3[C:25]([CH:26]=2)=[CH:24][CH:23]=[CH:22][CH:21]=3)[CH:9]=1)=[O:7].